Dataset: Full USPTO retrosynthesis dataset with 1.9M reactions from patents (1976-2016). Task: Predict the reactants needed to synthesize the given product. (1) Given the product [NH:15]([C:10](=[O:12])[CH2:9][NH:8][C:6](=[O:7])[O:5][C:1]([CH3:4])([CH3:3])[CH3:2])[NH2:16], predict the reactants needed to synthesize it. The reactants are: [C:1]([O:5][C:6]([NH:8][CH2:9][C:10]([O:12]C)=O)=[O:7])([CH3:4])([CH3:3])[CH3:2].O.[NH2:15][NH2:16]. (2) Given the product [CH2:1]([S:8][C:9]1[CH:14]=[C:13]2[C:12](=[CH:11][CH:10]=1)[N:22]([C:23]1[C:24]([O:32][CH3:33])=[CH:25][C:26]([Br:31])=[C:27]([CH:28]=1)[C:29]#[N:30])[C:17](=[O:19])[CH:16]=[CH:15]2)[C:2]1[CH:3]=[CH:4][CH:5]=[CH:6][CH:7]=1, predict the reactants needed to synthesize it. The reactants are: [CH2:1]([S:8][C:9]1[CH:10]=[CH:11][C:12]([NH:22][C:23]2[CH:28]=[C:27]([C:29]#[N:30])[C:26]([Br:31])=[CH:25][C:24]=2[O:32][CH3:33])=[C:13](/[CH:15]=[CH:16]/[C:17]([O:19]CC)=O)[CH:14]=1)[C:2]1[CH:7]=[CH:6][CH:5]=[CH:4][CH:3]=1.CO.C[O-].[Na+]. (3) Given the product [CH:32]1([S:35]([NH:1][CH2:2][C:3]2[CH:4]=[C:5]([C:9]3[CH:10]=[C:11]4[C:15](=[C:16]([C:18]([NH2:20])=[O:19])[CH:17]=3)[NH:14][CH:13]=[C:12]4[CH:21]3[CH2:22][CH2:23][N:24]([S:27]([CH2:30][CH3:31])(=[O:29])=[O:28])[CH2:25][CH2:26]3)[CH:6]=[CH:7][CH:8]=2)(=[O:37])=[O:36])[CH2:34][CH2:33]1, predict the reactants needed to synthesize it. The reactants are: [NH2:1][CH2:2][C:3]1[CH:4]=[C:5]([C:9]2[CH:10]=[C:11]3[C:15](=[C:16]([C:18]([NH2:20])=[O:19])[CH:17]=2)[NH:14][CH:13]=[C:12]3[CH:21]2[CH2:26][CH2:25][N:24]([S:27]([CH2:30][CH3:31])(=[O:29])=[O:28])[CH2:23][CH2:22]2)[CH:6]=[CH:7][CH:8]=1.[CH:32]1([S:35](Cl)(=[O:37])=[O:36])[CH2:34][CH2:33]1.CCN(C(C)C)C(C)C. (4) Given the product [N:1]([CH2:4][CH2:5][O:6][CH2:7][CH2:8][O:9][CH2:10][CH2:11][O:12][CH2:13][CH2:14][O:15][CH2:16][CH2:17][O:18][CH2:19][CH2:20][O:21][CH2:22][CH2:23][O:24][CH2:25][CH2:26][O:27][CH2:28][CH2:29][O:30][CH2:31][CH2:32][O:33][CH2:34][CH2:35][NH:36][S:56]([C:52]1[CH:53]=[CH:54][CH:55]=[C:50]([CH:41]2[C:40]3[C:45](=[C:46]([Cl:48])[CH:47]=[C:38]([Cl:37])[CH:39]=3)[CH2:44][N:43]([CH3:49])[CH2:42]2)[CH:51]=1)(=[O:58])=[O:57])=[N+:2]=[N-:3], predict the reactants needed to synthesize it. The reactants are: [N:1]([CH2:4][CH2:5][O:6][CH2:7][CH2:8][O:9][CH2:10][CH2:11][O:12][CH2:13][CH2:14][O:15][CH2:16][CH2:17][O:18][CH2:19][CH2:20][O:21][CH2:22][CH2:23][O:24][CH2:25][CH2:26][O:27][CH2:28][CH2:29][O:30][CH2:31][CH2:32][O:33][CH2:34][CH2:35][NH2:36])=[N+:2]=[N-:3].[Cl:37][C:38]1[CH:39]=[C:40]2[C:45](=[C:46]([Cl:48])[CH:47]=1)[CH2:44][N:43]([CH3:49])[CH2:42][CH:41]2[C:50]1[CH:51]=[C:52]([S:56](Cl)(=[O:58])=[O:57])[CH:53]=[CH:54][CH:55]=1.CCN(C(C)C)C(C)C. (5) Given the product [N+:10]([C:7]1[C:8]([OH:9])=[C:3]([OH:2])[CH:4]=[C:5]([C:13]2[CH:18]=[CH:17][CH:16]=[C:15]([C:19]3[CH:24]=[CH:23][CH:22]=[C:21]([C:25]([F:28])([F:26])[F:27])[N:20]=3)[CH:14]=2)[CH:6]=1)([O-:12])=[O:11], predict the reactants needed to synthesize it. The reactants are: C[O:2][C:3]1[CH:4]=[C:5]([C:13]2[CH:18]=[CH:17][CH:16]=[C:15]([C:19]3[CH:24]=[CH:23][CH:22]=[C:21]([C:25]([F:28])([F:27])[F:26])[N:20]=3)[CH:14]=2)[CH:6]=[C:7]([N+:10]([O-:12])=[O:11])[C:8]=1[OH:9].[Cl-].[Al+3].[Cl-].[Cl-].N1C=CC=CC=1.Cl.